Dataset: Reaction yield outcomes from USPTO patents with 853,638 reactions. Task: Predict the reaction yield, written as a fraction of the theoretical maximum amount of product (1.0 means a 100% yield; for example, 0.34 means a 34% yield). (1) The reactants are [Br:1][C:2]1[CH:3]=[C:4]([NH:10][C:11]2[CH:16]=[CH:15][C:14]([N:17]3[CH2:22][CH2:21][N:20]([CH3:23])[CH2:19][C@H:18]3[CH3:24])=[CH:13][N:12]=2)[C:5](=[O:9])[N:6]([CH3:8])[CH:7]=1.[O:25]1[CH2:28]C(=O)[CH2:26]1.[BH3-]C#N.[Na+].O. The catalyst is CO.[Cl-].[Zn+2].[Cl-]. The product is [Br:1][C:2]1[CH:3]=[C:4]([NH:10][C:11]2[CH:16]=[CH:15][C:14]([N:17]3[CH2:22][CH2:21][N:20]([CH:23]4[CH2:28][O:25][CH2:26]4)[CH2:19][C@H:18]3[CH3:24])=[CH:13][N:12]=2)[C:5](=[O:9])[N:6]([CH3:8])[CH:7]=1. The yield is 0.730. (2) The reactants are [F:1][CH:2]([F:16])[CH2:3][O:4][C:5]1[C:10]([F:11])=[CH:9][C:8]([C:12](=O)[CH3:13])=[CH:7][C:6]=1[F:15].[CH3:17][C:18]([S@:21]([NH2:23])=[O:22])([CH3:20])[CH3:19]. No catalyst specified. The product is [F:1][CH:2]([F:16])[CH2:3][O:4][C:5]1[C:10]([F:11])=[CH:9][C:8]([CH:12]([NH:23][S@@:21]([C:18]([CH3:20])([CH3:19])[CH3:17])=[O:22])[CH3:13])=[CH:7][C:6]=1[F:15]. The yield is 0.880. (3) The reactants are [F:1][C:2]([F:27])([F:26])[C:3]1[CH:4]=[C:5]([CH:19]=[C:20]([C:22]([F:25])([F:24])[F:23])[CH:21]=1)[CH2:6][O:7][CH2:8][C:9]([CH3:18])([C:12]1[CH:17]=[CH:16][CH:15]=[CH:14][CH:13]=1)[CH2:10][OH:11].CC(OI1(OC(C)=O)(OC(C)=O)OC(=O)C2C=CC=CC1=2)=O. The catalyst is C(Cl)Cl. The product is [F:1][C:2]([F:26])([F:27])[C:3]1[CH:4]=[C:5]([CH:19]=[C:20]([C:22]([F:23])([F:25])[F:24])[CH:21]=1)[CH2:6][O:7][CH2:8][C:9]([CH3:18])([C:12]1[CH:17]=[CH:16][CH:15]=[CH:14][CH:13]=1)[CH:10]=[O:11]. The yield is 0.750. (4) The reactants are [NH:1]1[CH:5]=[N:4][C:3]([C:6]2[CH:7]=[C:8]3[C:12](=[CH:13][CH:14]=2)[N:11](C2CCCCO2)[N:10]=[C:9]3[C:21]2[CH:22]=[C:23](O)[CH:24]=[CH:25][CH:26]=2)=[N:2]1.C1(P(C2C=CC=CC=2)C2C=CC=CC=2)C=CC=CC=1.N(C(OCC)=O)=NC(OCC)=O.[N:59]1[CH:64]=[CH:63][CH:62]=[C:61]([CH2:65][OH:66])[CH:60]=1.Cl. The catalyst is O1CCCC1. The product is [NH:1]1[CH:5]=[N:4][C:3]([C:6]2[CH:14]=[C:13]([O:66][CH2:65][C:61]3[CH:60]=[N:59][CH:64]=[CH:63][CH:62]=3)[CH:12]=[C:8]([C:9]3[C:21]4[C:22](=[CH:23][CH:24]=[CH:25][CH:26]=4)[NH:11][N:10]=3)[CH:7]=2)=[N:2]1. The yield is 0.120.